Dataset: Reaction yield outcomes from USPTO patents with 853,638 reactions. Task: Predict the reaction yield, written as a fraction of the theoretical maximum amount of product (1.0 means a 100% yield; for example, 0.34 means a 34% yield). (1) The reactants are Br[CH2:2][C:3]([C:5]1[CH:10]=[CH:9][C:8]([C:11]2[CH:16]=[CH:15][C:14]([Br:17])=[CH:13][CH:12]=2)=[CH:7][CH:6]=1)=O.[NH2:18][C:19]1[CH:24]=[CH:23][CH:22]=[CH:21][N:20]=1.C(=O)([O-])O.[Na+]. The catalyst is C(O)C. The product is [Br:17][C:14]1[CH:15]=[CH:16][C:11]([C:8]2[CH:9]=[CH:10][C:5]([C:3]3[N:18]=[C:19]4[CH:24]=[CH:23][CH:22]=[CH:21][N:20]4[CH:2]=3)=[CH:6][CH:7]=2)=[CH:12][CH:13]=1. The yield is 0.840. (2) The product is [F:13][C:11]([F:14])([F:12])[C:10]([N:9]([CH2:16][CH2:17][S:18]([CH3:21])(=[O:20])=[O:19])[CH2:8][C:4]1[CH:5]=[CH:6][CH:7]=[C:2]([NH:1][C:34]2[N:39]=[C:38]([C:40]3[C:41]([C:49]4[CH:54]=[CH:53][CH:52]=[C:51]([NH:55][C:56](=[O:63])[CH2:57][C:58]5[S:59][CH:60]=[CH:61][CH:62]=5)[CH:50]=4)=[N:42][N:43]4[CH:48]=[CH:47][CH:46]=[CH:45][C:44]=34)[CH:37]=[CH:36][N:35]=2)[CH:3]=1)=[O:15]. The catalyst is CC(O)C.Cl.CCOC(C)=O. The reactants are [NH2:1][C:2]1[CH:3]=[C:4]([CH2:8][N:9]([CH2:16][CH2:17][S:18]([CH3:21])(=[O:20])=[O:19])[C:10](=[O:15])[C:11]([F:14])([F:13])[F:12])[CH:5]=[CH:6][CH:7]=1.O1C(C2C=C(N[C:34]3[N:39]=[C:38]([C:40]4[C:41]([C:49]5[CH:50]=[C:51]([NH:55][C:56](=[O:63])[CH2:57][C:58]6[S:59][CH:60]=[CH:61][CH:62]=6)[CH:52]=[CH:53][CH:54]=5)=[N:42][N:43]5[CH:48]=[CH:47][CH:46]=[CH:45][C:44]=45)[CH:37]=[CH:36][N:35]=3)C=CC=2)=CN=C1. The yield is 0.630. (3) The reactants are [SH:1][CH2:2][C:3]([O:5][CH3:6])=[O:4].[C:7]1([C:13]([C:21]2[CH:26]=[CH:25][CH:24]=[CH:23][CH:22]=2)([C:15]2[CH:20]=[CH:19][CH:18]=[CH:17][CH:16]=2)O)[CH:12]=[CH:11][CH:10]=[CH:9][CH:8]=1.FC(F)(F)C(O)=O. The catalyst is C(Cl)(Cl)Cl. The product is [CH3:6][O:5][C:3](=[O:4])[CH2:2][S:1][C:13]([C:7]1[CH:12]=[CH:11][CH:10]=[CH:9][CH:8]=1)([C:21]1[CH:22]=[CH:23][CH:24]=[CH:25][CH:26]=1)[C:15]1[CH:16]=[CH:17][CH:18]=[CH:19][CH:20]=1. The yield is 0.910.